Dataset: Forward reaction prediction with 1.9M reactions from USPTO patents (1976-2016). Task: Predict the product of the given reaction. (1) Given the reactants [C:1]([C@@H:4]([NH:9][C:10]([C@@H:12]([NH:21][C:22](=[O:53])[C@H:23]([CH2:49][CH2:50][CH2:51][CH3:52])[CH2:24][C:25]([N:27]([CH2:38][C:39]1[CH:44]=[CH:43][C:42]([O:45][CH3:46])=[CH:41][C:40]=1[O:47][CH3:48])[O:28][CH2:29][C:30]1[CH:35]=[CH:34][C:33]([O:36][CH3:37])=[CH:32][CH:31]=1)=[O:26])[CH2:13][C:14]1[CH:19]=[CH:18][CH:17]=[C:16](Br)[CH:15]=1)=[O:11])[CH2:5][CH:6]([CH3:8])[CH3:7])(=[O:3])[NH2:2].[C:54]1(B(O)O)[CH:59]=[CH:58][CH:57]=[CH:56][CH:55]=1.C(=O)([O-])[O-].[Na+].[Na+], predict the reaction product. The product is: [C:1]([C@@H:4]([NH:9][C:10]([C@@H:12]([NH:21][C:22](=[O:53])[C@H:23]([CH2:49][CH2:50][CH2:51][CH3:52])[CH2:24][C:25]([N:27]([CH2:38][C:39]1[CH:44]=[CH:43][C:42]([O:45][CH3:46])=[CH:41][C:40]=1[O:47][CH3:48])[O:28][CH2:29][C:30]1[CH:35]=[CH:34][C:33]([O:36][CH3:37])=[CH:32][CH:31]=1)=[O:26])[CH2:13][C:14]1[CH:19]=[CH:18][CH:17]=[C:16]([C:54]2[CH:59]=[CH:58][CH:57]=[CH:56][CH:55]=2)[CH:15]=1)=[O:11])[CH2:5][CH:6]([CH3:8])[CH3:7])(=[O:3])[NH2:2]. (2) Given the reactants [Br:1][C:2]1[CH:11]=[C:10]2[C:5]([C:6](Cl)=[C:7]([N+:12]([O-:14])=[O:13])[CH:8]=[N:9]2)=[CH:4][CH:3]=1.[CH3:16][C:17]1([CH3:24])[O:21][C@H:20]([CH2:22][NH2:23])[CH2:19][O:18]1, predict the reaction product. The product is: [Br:1][C:2]1[CH:11]=[C:10]2[C:5]([C:6]([NH:23][CH2:22][C@@H:20]3[CH2:19][O:18][C:17]([CH3:24])([CH3:16])[O:21]3)=[C:7]([N+:12]([O-:14])=[O:13])[CH:8]=[N:9]2)=[CH:4][CH:3]=1. (3) Given the reactants C1(S([N:10]2[C:18]3[C:13](=[CH:14][C:15]([S:19]([CH3:22])(=[O:21])=[O:20])=[CH:16][CH:17]=3)[CH:12]=[C:11]2[CH2:23][C:24]2[O:28][C:27]([C:29]([O:31][CH2:32][CH3:33])=[O:30])=[CH:26][CH:25]=2)(=O)=O)C=CC=CC=1.[OH-].[K+].Cl, predict the reaction product. The product is: [CH2:32]([O:31][C:29]([C:27]1[O:28][C:24]([CH2:23][C:11]2[NH:10][C:18]3[C:13]([CH:12]=2)=[CH:14][C:15]([S:19]([CH3:22])(=[O:21])=[O:20])=[CH:16][CH:17]=3)=[CH:25][CH:26]=1)=[O:30])[CH3:33]. (4) Given the reactants [CH3:1][C:2](C)([O-])[CH3:3].[K+].[C:7](#[N:12])[CH:8]=[CH:9][CH2:10][CH3:11].C(OCC)(=[O:16])CC.Cl, predict the reaction product. The product is: [C:9]([CH:8]([CH2:3][CH:2]=[CH2:1])[C:7]#[N:12])(=[O:16])[CH2:10][CH3:11]. (5) Given the reactants [CH2:1]([C:4]([C:11]1[CH:16]=[CH:15][C:14]([C:17]2[C:18]3[NH:22][C:21]([C:23]([C:55]4[CH:60]=[CH:59][C:58]([CH3:61])=[CH:57][CH:56]=4)=[C:24]4[N:54]=[C:27]([C:28]([C:47]5[CH:52]=[CH:51][C:50]([CH3:53])=[CH:49][CH:48]=5)=[C:29]5[NH:46][C:32](=[C:33]([C:39]6[CH:44]=[CH:43][C:42]([CH3:45])=[CH:41][CH:40]=6)[C:34]6[CH:35]=[CH:36][C:37]=2[N:38]=6)[CH:31]=[CH:30]5)[CH:26]=[CH:25]4)=[CH:20][CH:19]=3)=[CH:13][CH:12]=1)([CH2:8][CH:9]=[CH2:10])[CH2:5][CH:6]=[CH2:7])[CH:2]=[CH2:3].[Zn:62](OC(C)=O)OC(C)=O.O.O, predict the reaction product. The product is: [Zn+2:62].[CH2:1]([C:4]([C:11]1[CH:12]=[CH:13][C:14]([C:17]2[C:18]3[NH:22][C:21]([C:23]([C:55]4[CH:56]=[CH:57][C:58]([CH3:61])=[CH:59][CH:60]=4)=[C:24]4[N:54]=[C:27]([C:28]([C:47]5[CH:52]=[CH:51][C:50]([CH3:53])=[CH:49][CH:48]=5)=[C:29]5[NH:46][C:32](=[C:33]([C:39]6[CH:44]=[CH:43][C:42]([CH3:45])=[CH:41][CH:40]=6)[C:34]6[CH:35]=[CH:36][C:37]=2[N:38]=6)[CH:31]=[CH:30]5)[CH:26]=[CH:25]4)=[CH:20][CH:19]=3)=[CH:15][CH:16]=1)([CH2:8][CH:9]=[CH2:10])[CH2:5][CH:6]=[CH2:7])[CH:2]=[CH2:3]. (6) Given the reactants [F:1][C:2]1[CH:9]=[C:8](F)[CH:7]=[CH:6][C:3]=1[C:4]#[N:5].[Cl:11][C:12]1[CH:13]=[C:14]([CH:16]=[CH:17][C:18]=1[OH:19])[NH2:15].C(=O)([O-])[O-].[K+].[K+].C(OCC)(=O)C, predict the reaction product. The product is: [NH2:15][C:14]1[CH:16]=[CH:17][C:18]([O:19][C:8]2[CH:7]=[CH:6][C:3]([C:4]#[N:5])=[C:2]([F:1])[CH:9]=2)=[C:12]([Cl:11])[CH:13]=1. (7) Given the reactants C(NC(C)C)(C)C.C([Li])CCC.[N:13]1[CH:18]=[CH:17][CH:16]=[C:15]([CH2:19][C:20]2[CH:21]=[N:22][CH:23]=[CH:24][CH:25]=2)[CH:14]=1.[N:26]1[CH:31]=[CH:30][CH:29]=[C:28]([C:32]([C:34]2[CH:39]=[CH:38][N:37]=[CH:36][N:35]=2)=[O:33])[CH:27]=1, predict the reaction product. The product is: [N:26]1[CH:31]=[CH:30][CH:29]=[C:28]([C:32]([C:34]2[CH:39]=[CH:38][N:37]=[CH:36][N:35]=2)([OH:33])[CH:19]([C:20]2[CH:21]=[N:22][CH:23]=[CH:24][CH:25]=2)[C:15]2[CH:14]=[N:13][CH:18]=[CH:17][CH:16]=2)[CH:27]=1. (8) Given the reactants C([NH:4][C:5]([CH:26]1[CH2:31][CH2:30][N:29]([CH2:32][C:33]2[CH:38]=[CH:37][CH:36]=[CH:35][CH:34]=2)[CH2:28][CH2:27]1)([CH2:13][CH2:14][CH2:15][CH2:16][B:17]1[O:21]C(C)(C)C(C)(C)[O:18]1)[C:6](NC(C)(C)C)=[O:7])(=O)C.[OH2:39], predict the reaction product. The product is: [NH2:4][C:5]([CH:26]1[CH2:31][CH2:30][N:29]([CH2:32][C:33]2[CH:38]=[CH:37][CH:36]=[CH:35][CH:34]=2)[CH2:28][CH2:27]1)([CH2:13][CH2:14][CH2:15][CH2:16][B:17]([OH:21])[OH:18])[C:6]([OH:39])=[O:7]. (9) Given the reactants [NH2:1][C:2]1[S:3][C@:4]2([C:21](OC)=[O:22])[C@H:6]([C@:7]([C:10]3[CH:15]=[C:14]([N+:16]([O-])=O)[CH:13]=[C:12]([F:19])[C:11]=3[F:20])([CH3:9])[N:8]=1)[CH2:5]2.[BH4-].[Li+].CO, predict the reaction product. The product is: [NH2:1][C:2]1[S:3][C@:4]2([CH2:21][OH:22])[C@H:6]([C@:7]([C:10]3[CH:15]=[C:14]([NH2:16])[CH:13]=[C:12]([F:19])[C:11]=3[F:20])([CH3:9])[N:8]=1)[CH2:5]2.